Predict the reactants needed to synthesize the given product. From a dataset of Full USPTO retrosynthesis dataset with 1.9M reactions from patents (1976-2016). (1) Given the product [S:15]1[C:11]2[CH:10]=[CH:9][N:8]=[C:7]([N:1]3[CH2:2][CH2:3][N:4]([CH2:17][CH2:18][C@H:19]4[CH2:24][CH2:23][C@H:22]([NH:25][C:26](=[O:28])[CH3:27])[CH2:21][CH2:20]4)[CH2:5][CH2:6]3)[C:12]=2[CH:13]=[CH:14]1, predict the reactants needed to synthesize it. The reactants are: [N:1]1([C:7]2[C:12]3[CH:13]=[CH:14][S:15][C:11]=3[CH:10]=[CH:9][N:8]=2)[CH2:6][CH2:5][NH:4][CH2:3][CH2:2]1.O=[CH:17][CH2:18][C@H:19]1[CH2:24][CH2:23][C@H:22]([NH:25][C:26](=[O:28])[CH3:27])[CH2:21][CH2:20]1. (2) Given the product [NH2:11][C@@:12]([CH2:32][C:31]1[CH:34]=[CH:35][C:28]([O:27][C:26]([F:37])([F:36])[F:25])=[CH:29][CH:30]=1)([CH3:15])[C:13]([NH:9][C:4]1[CH:5]=[C:6]([Cl:8])[CH:7]=[C:2]([Cl:1])[CH:3]=1)=[O:14], predict the reactants needed to synthesize it. The reactants are: [Cl:1][C:2]1[CH:3]=[C:4]([N:9]2[C:13](=[O:14])[C@@H:12]([CH3:15])[N:11](C(=O)C(F)(F)F)[C@@H]2C(C)C)[CH:5]=[C:6]([Cl:8])[CH:7]=1.[F:25][C:26]([F:37])([F:36])[O:27][C:28]1[CH:35]=[CH:34][C:31]([CH2:32]Br)=[CH:30][CH:29]=1.C[Si]([N-][Si](C)(C)C)(C)C.[Li+].[Cl-].[NH4+].[OH-].[K+].OS(O)(=O)=O.O.C1(C)C=CC(S(O)(=O)=O)=CC=1. (3) Given the product [Cl:24][C:21]1[CH:22]=[CH:23][C:17]2[O:16][C:15]([NH:14][C:1](=[O:12])[CH2:2][CH2:3][CH2:4][CH2:5][CH2:6][CH2:7][CH2:8][CH2:9][CH:10]=[CH2:11])=[N:19][C:18]=2[CH:20]=1, predict the reactants needed to synthesize it. The reactants are: [C:1](Cl)(=[O:12])[CH2:2][CH2:3][CH2:4][CH2:5][CH2:6][CH2:7][CH2:8][CH2:9][CH:10]=[CH2:11].[NH2:14][C:15]1[O:16][C:17]2[CH:23]=[CH:22][C:21]([Cl:24])=[CH:20][C:18]=2[N:19]=1.